This data is from Catalyst prediction with 721,799 reactions and 888 catalyst types from USPTO. The task is: Predict which catalyst facilitates the given reaction. (1) Reactant: [CH2:1]([C:3]1[N:4]([CH2:11][CH2:12][O:13][C:14]2[CH:22]=[CH:21][C:17]([CH2:18][NH:19][OH:20])=[CH:16][CH:15]=2)[C:5](=[O:10])[CH:6]=[C:7]([CH3:9])[N:8]=1)[CH3:2].[O:23]([C:25]#[N:26])[K]. Product: [CH2:1]([C:3]1[N:4]([CH2:11][CH2:12][O:13][C:14]2[CH:15]=[CH:16][C:17]([CH2:18][N:19]([OH:20])[C:25]([NH2:26])=[O:23])=[CH:21][CH:22]=2)[C:5](=[O:10])[CH:6]=[C:7]([CH3:9])[N:8]=1)[CH3:2]. The catalyst class is: 211. (2) Reactant: Br[CH2:2][C:3]1[CH:8]=[CH:7][C:6]([C:9]([OH:18])([C:14]([F:17])([F:16])[F:15])[C:10]([F:13])([F:12])[F:11])=[CH:5][CH:4]=1.[N+:19]([C:22]1[CH:33]=[CH:32][C:25]([O:26][CH:27]2[CH2:31][CH2:30][NH:29][CH2:28]2)=[CH:24][CH:23]=1)([O-:21])=[O:20].C(=O)([O-])[O-].[K+].[K+]. Product: [F:11][C:10]([F:13])([F:12])[C:9]([C:6]1[CH:7]=[CH:8][C:3]([CH2:2][N:29]2[CH2:30][CH2:31][CH:27]([O:26][C:25]3[CH:24]=[CH:23][C:22]([N+:19]([O-:21])=[O:20])=[CH:33][CH:32]=3)[CH2:28]2)=[CH:4][CH:5]=1)([OH:18])[C:14]([F:17])([F:16])[F:15]. The catalyst class is: 10. (3) Reactant: Cl[C:2]1[N:10]=[C:9]([CH2:11][CH2:12][O:13][CH3:14])[N:8]=[C:7]2[C:3]=1[N:4]=[CH:5][NH:6]2.[NH:15]1[CH2:20][CH2:19][O:18][CH2:17][CH2:16]1.ClCCl. Product: [CH3:14][O:13][CH2:12][CH2:11][C:9]1[N:8]=[C:7]2[C:3]([N:4]=[CH:5][NH:6]2)=[C:2]([N:15]2[CH2:20][CH2:19][O:18][CH2:17][CH2:16]2)[N:10]=1. The catalyst class is: 6. (4) Reactant: [C:1]([C:3]1[C:8](F)=[CH:7][CH:6]=[CH:5][C:4]=1[N:10]1[C:18]2[C:13](=[CH:14][CH:15]=[C:16]([N+:19]([O-:21])=[O:20])[CH:17]=2)[C:12]([CH3:22])=[N:11]1)#[N:2].C1C[O:26][CH2:25]C1.C[O-].[Na+]. Product: [C:1]([C:3]1[C:8]([O:26][CH3:25])=[CH:7][CH:6]=[CH:5][C:4]=1[N:10]1[C:18]2[C:13](=[CH:14][CH:15]=[C:16]([N+:19]([O-:21])=[O:20])[CH:17]=2)[C:12]([CH3:22])=[N:11]1)#[N:2]. The catalyst class is: 5. (5) Reactant: C(OC(=O)[NH:7][C:8]1[C:9]2[N:10]([CH:15]=[CH:16][N:17]=2)[N:11]=[C:12]([Cl:14])[CH:13]=1)(C)(C)C. Product: [Cl:14][C:12]1[CH:13]=[C:8]([NH2:7])[C:9]2[N:10]([CH:15]=[CH:16][N:17]=2)[N:11]=1. The catalyst class is: 281.